This data is from Peptide-MHC class II binding affinity with 134,281 pairs from IEDB. The task is: Regression. Given a peptide amino acid sequence and an MHC pseudo amino acid sequence, predict their binding affinity value. This is MHC class II binding data. (1) The peptide sequence is VPPADKYKTFEAAFT. The MHC is HLA-DPA10201-DPB11401 with pseudo-sequence HLA-DPA10201-DPB11401. The binding affinity (normalized) is 0.257. (2) The peptide sequence is DITVKNCVLKKSTNG. The MHC is DRB1_1501 with pseudo-sequence DRB1_1501. The binding affinity (normalized) is 0.247. (3) The MHC is DRB3_0202 with pseudo-sequence DRB3_0202. The binding affinity (normalized) is 0.453. The peptide sequence is YDKELANVSTVLTGK. (4) The peptide sequence is SKLTYENVKMEDVGY. The MHC is DRB4_0101 with pseudo-sequence DRB4_0103. The binding affinity (normalized) is 0.599. (5) The peptide sequence is ILKGVINIWGSGLLQ. The MHC is DRB3_0101 with pseudo-sequence DRB3_0101. The binding affinity (normalized) is 0.155. (6) The MHC is HLA-DQA10201-DQB10301 with pseudo-sequence HLA-DQA10201-DQB10301. The peptide sequence is GTSDEFPHSNGEIED. The binding affinity (normalized) is 0.271.